Task: Predict the reactants needed to synthesize the given product.. Dataset: Full USPTO retrosynthesis dataset with 1.9M reactions from patents (1976-2016) Given the product [C:38]([C:33]1[CH:32]=[C:31]([C:28]2[CH:29]=[CH:30][C:25]([S:22]([N:20]([CH3:21])[CH:19]3[C:13]4[CH:12]=[CH:11][CH:10]=[C:9]([O:8][CH2:7][C:6]([OH:42])=[O:5])[C:14]=4[CH2:15][CH2:16][CH2:17][CH2:18]3)(=[O:24])=[O:23])=[CH:26][CH:27]=2)[CH:36]=[C:35]([CH3:37])[CH:34]=1)([CH3:41])([CH3:39])[CH3:40], predict the reactants needed to synthesize it. The reactants are: C([O:5][C:6](=[O:42])[CH2:7][O:8][C:9]1[C:14]2[CH2:15][CH2:16][CH2:17][CH2:18][CH:19]([N:20]([S:22]([C:25]3[CH:30]=[CH:29][C:28]([C:31]4[CH:36]=[C:35]([CH3:37])[CH:34]=[C:33]([C:38]([CH3:41])([CH3:40])[CH3:39])[CH:32]=4)=[CH:27][CH:26]=3)(=[O:24])=[O:23])[CH3:21])[C:13]=2[CH:12]=[CH:11][CH:10]=1)(C)(C)C.[OH-].[Na+].